Binary Classification. Given a miRNA mature sequence and a target amino acid sequence, predict their likelihood of interaction. From a dataset of Experimentally validated miRNA-target interactions with 360,000+ pairs, plus equal number of negative samples. (1) The miRNA is hsa-miR-3189-5p with sequence UGCCCCAUCUGUGCCCUGGGUAGGA. The protein sequence of the target gene is MLQNSAVILALVISAAAAHEAEQNDSVSPRKSRVAAQNSAEVVRCLNSALQVGCGAFACLENSTCDTDGMYDICKSFLYSAAKFDTQGKAFVKESLKCIANGITSKVFLAIRRCSTFQRMIAEVQEDCYSKLNVCSIAKRNPEAITEVIQLPNHFSNRYYNRLVRSLLECDEDTVSTIRDSLMEKIGPNMASLFHILQTDHCAQTHPRADFNRRRTNEPQKLKVLLRNLRGEGDSPSHIKRTSQESA. Result: 0 (no interaction). (2) The protein sequence of the target gene is MEGESTLGVLSGFVLGALTFHHLNTDSDTEGFLLGEMKGEAKNSITDSQMDNVKVVYTIDIQKYIPCYRLFSFYNSLGEVNEHALKKVLSNVRKTVVGWYKFRRHSDQIMTFREQLLHRNLQTHLSSPELVFLLLTPSITTESCSTHCLEHALYKPQRGLFHRVPLVVTNLGMSDQLGYKTEPASCTSTVFSRAVRTHSSQFFNEDGSLKEVHKINEMYAAVQEELKSICQKVEQSEREVEKLLMDVNQLKEVRRTQQARATGAGEKNVQRNPQENILLCQALRTFFPESEVLHSCVISL.... The miRNA is dme-miR-310-3p with sequence UAUUGCACACUUCCCGGCCUUU. Result: 0 (no interaction). (3) The miRNA is bta-miR-181a with sequence AACAUUCAACGCUGUCGGUGAGUU. The protein sequence of the target gene is MSSTEQSTSRATTSTNCTKTEETVDVIGTVEVTECNWTMTEESRDAIIRIIKERMSHTEYQYVDDDVPNSERCHFCMKRKGRWMGDDCSDHSSLCKHCCYEMIRDSIKDYKSGPLYARCPQCFRNISSLTRRKRRLTSEGHDENCPAPMVPMVNAEHSISLCDYTTSMMGGGQVNKGFESSSSL. Result: 0 (no interaction). (4) The miRNA is mmu-miR-802-5p with sequence UCAGUAACAAAGAUUCAUCCUU. The protein sequence of the target gene is MGKSEKEVATHGVRCFSKIKAFLLALTCAYVSKSLSGTYMNSMLTQIERQFGIPTSVVGLINGSFEIGNLLLIIFVSYFGTKLHRPIMIGVGCAVMGLGCFLISIPHFLMGRYEYETTILPTSNLSSNSFVCTENRTQTLKPTQDPTECVKEMKSLMWIYVLVGNIIRGMGETPIMPLGISYIEDFAKSENSPLYIGILETGMTIGPLIGLLLGSSCANIYVDTGSVNTDDLTITPTDTRWVGAWWIGFLVCAGVNILTSIPFFFFPKTLLKEGLQDNGDGTENAKEEKHREKIKEENRG.... Result: 1 (interaction). (5) The miRNA is hsa-miR-3180-5p with sequence CUUCCAGACGCUCCGCCCCACGUCG. The protein sequence of the target gene is MLVIPPGLSEEEEALQKKFNKLKKKKKALLALKKQSSSSTTSQGGVKRSLSEQPVMDTATATEQAKQLVKSGAISAIKAETKNSGFKRSRTLEGKLKDPEKGPVPTFQPFQRSISADDDLQESSRRPQRKSLYESFVSSSDRLRELGPDGEEAEGPGAGDGPPRSFDWGYEERSGAHSSASPPRSRSRDRSHERNRDRDRDRERDRDRDRDRDRERDRDRDRDRDRDRERDRDRERDRDRDREGPFRRSDSFPERRAPRKGNTLYVYGEDMTPTLLRGAFSPFGNIIDLSMDPPRNCAFV.... Result: 1 (interaction). (6) The miRNA is hsa-miR-532-5p with sequence CAUGCCUUGAGUGUAGGACCGU. The protein sequence of the target gene is MEVPEPTCPAPPARDQPAPTPGPPGAPGGQASPHLTLGPVLLPPEQGLAPPTVFLKALPIPLYHTVPPGGLQPRAPLVTGSLDGGNVPFILSPVLQPEGPGPTQVGKPAAPTLTVNIVGTLPVLSPGLGPTLGSPGKVRNAGKYLCPHCGRDCLKPSVLEKHIRSHTGERPFPCATCGIAFKTQSNLYKHRRTQTHLNNSRLSSESEGAGGGLLEEGDKAGEPPRPEGRGESRCQGMHEGASERPLSPGAHVPLLAKNLDVRTEAAPCPGSAFADREAPWDSAPMASPGLPAASTQPWRK.... Result: 0 (no interaction). (7) The protein sequence of the target gene is MSSPSPGKRRMDTDVVKLIESKHEVTILGGLNEFVVKFYGPQGTPYEGGVWKVRVDLPDKYPFKSPSIGFMNKIFHPNIDEASGTVCLDVINQTWTALYDLTNIFESFLPQLLAYPNPIDPLNGDAAAMYLHRPEEYKQKIKEYIQKYATEEALKEQEEGTGDSSSESSMSDFSEDEAQDMEL. The miRNA is hsa-miR-548ay-5p with sequence AAAAGUAAUUGUGGUUUUUGC. Result: 1 (interaction). (8) The miRNA is hsa-miR-4726-3p with sequence ACCCAGGUUCCCUCUGGCCGCA. The protein sequence of the target gene is MAAAAAAAAAVGVRLRDCCSRGAVLLLFFSLSPRPPAAAAWLLGLRPEDTAGGRVSLEGGTLRAAEGTSFLLRVYFQPGPPATAAPVPSPTLNSGENGTGDWAPRLVFIEEPPGGGGVAPSAVPTRPPGPQRCREQSDWASDVEVLGPLRPGGVAGSALVQVRVRELRKGEAERGGAGGGGKLFSLCAWDGRAWHHHGAAGGFLLRVRPRLYGPGGDLLPPAWLRALGALLLLALSALFSGLRLSLLSLDPVELRVLRNSGSAAEQEQARRVQAVRGRGTHLLCTLLLGQAGANAALAGW.... Result: 1 (interaction).